From a dataset of Full USPTO retrosynthesis dataset with 1.9M reactions from patents (1976-2016). Predict the reactants needed to synthesize the given product. (1) Given the product [CH3:14][N:9]1[C:10]2[C:5](=[C:4]([N+:1]([O-:3])=[O:2])[CH:13]=[CH:12][CH:11]=2)[CH:6]=[CH:7][CH2:8]1, predict the reactants needed to synthesize it. The reactants are: [N+:1]([C:4]1[CH:13]=[CH:12][CH:11]=[C:10]2[C:5]=1[CH:6]=[CH:7][CH:8]=[N:9]2)([O-:3])=[O:2].[CH3:14]I. (2) The reactants are: [CH3:1][O:2][C:3]1[CH:4]=[C:5]([C:15]2[N:19]3[CH2:20][CH2:21][CH2:22][CH:23]([C:24]([O:26][CH2:27][CH3:28])=[O:25])[C:18]3=[N:17][N:16]=2)[CH:6]=[CH:7][C:8]=1[C:9]1[O:13][C:12]([CH3:14])=[N:11][CH:10]=1.[H-].[Na+].Br[CH2:32][C:33]1[CH:38]=[CH:37][C:36]([F:39])=[C:35]([F:40])[CH:34]=1.[Cl-].[NH4+].CN(C=[O:47])C. Given the product [F:40][C:35]1[CH:34]=[C:33]([CH:38]=[CH:37][C:36]=1[F:39])[CH2:32][O:47][C:23]1([C:24]([O:26][CH2:27][CH3:28])=[O:25])[CH2:22][CH2:21][CH2:20][N:19]2[C:15]([C:5]3[CH:6]=[CH:7][C:8]([C:9]4[O:13][C:12]([CH3:14])=[N:11][CH:10]=4)=[C:3]([O:2][CH3:1])[CH:4]=3)=[N:16][N:17]=[C:18]12, predict the reactants needed to synthesize it. (3) Given the product [Br:3][C:4]1[CH:9]=[CH:8][N:7]=[C:6]([O:14][CH:11]([CH3:13])[CH3:12])[CH:5]=1, predict the reactants needed to synthesize it. The reactants are: [H-].[Na+].[Br:3][C:4]1[CH:9]=[CH:8][N:7]=[C:6](Cl)[CH:5]=1.[CH:11]([OH:14])([CH3:13])[CH3:12].